From a dataset of Catalyst prediction with 721,799 reactions and 888 catalyst types from USPTO. Predict which catalyst facilitates the given reaction. (1) Reactant: [CH2:1]([O:8][CH2:9][C@H:10]([NH:18][C:19](=[O:25])[O:20][C:21]([CH3:24])([CH3:23])[CH3:22])[C:11]([NH:13][CH2:14][CH2:15][C:16]#[N:17])=O)[C:2]1[CH:7]=[CH:6][CH:5]=[CH:4][CH:3]=1.C1(P(C2C=CC=CC=2)C2C=CC=CC=2)C=CC=CC=1.N(C(OC(C)C)=O)=NC(OC(C)C)=O.C[Si]([N:63]=[N+:64]=[N-:65])(C)C. Product: [CH2:1]([O:8][CH2:9][C@H:10]([NH:18][C:19](=[O:25])[O:20][C:21]([CH3:24])([CH3:23])[CH3:22])[C:11]1[N:13]([CH2:14][CH2:15][C:16]#[N:17])[N:65]=[N:64][N:63]=1)[C:2]1[CH:7]=[CH:6][CH:5]=[CH:4][CH:3]=1. The catalyst class is: 10. (2) Reactant: [C:1]([C:3]1[CH:4]=[C:5](B(O)O)[CH:6]=[C:7]([F:17])[C:8]=1[O:9][CH2:10][C:11]1[CH:16]=[CH:15][CH:14]=[CH:13][CH:12]=1)#[N:2].Br[C:22]1[S:26][C:25]([C:27]([O:29][CH3:30])=[O:28])=[CH:24][CH:23]=1.C(=O)([O-])[O-].[Na+].[Na+]. Product: [C:1]([C:3]1[CH:4]=[C:5]([C:22]2[S:26][C:25]([C:27]([O:29][CH3:30])=[O:28])=[CH:24][CH:23]=2)[CH:6]=[C:7]([F:17])[C:8]=1[O:9][CH2:10][C:11]1[CH:16]=[CH:15][CH:14]=[CH:13][CH:12]=1)#[N:2]. The catalyst class is: 109. (3) Reactant: [H-].[Na+].[C:3]([C:5]1[CH:6]=[C:7]2[C:11](=[CH:12][CH:13]=1)[NH:10][C:9](=[O:14])[CH2:8]2)#[N:4].[CH2:15]([N:22]1[CH2:27][CH2:26][N:25]([S:28]([C:31]2[CH:32]=[N:33][C:34]([Cl:37])=[CH:35][CH:36]=2)(=[O:30])=[O:29])[CH2:24][CH2:23]1)[C:16]1[CH:21]=[CH:20][CH:19]=[CH:18][CH:17]=1. Product: [CH2:15]([O:14][CH2:9][CH3:8])[CH3:16].[ClH:37].[CH2:15]([N:22]1[CH2:27][CH2:26][N:25]([S:28]([C:31]2[CH:36]=[CH:35][C:34]([C:8]3[C:7]4[C:11](=[CH:12][CH:13]=[C:5]([C:3]#[N:4])[CH:6]=4)[NH:10][C:9]=3[OH:14])=[N:33][CH:32]=2)(=[O:30])=[O:29])[CH2:24][CH2:23]1)[C:16]1[CH:17]=[CH:18][CH:19]=[CH:20][CH:21]=1. The catalyst class is: 9. (4) Reactant: [OH:1][C:2]1[CH:11]=[C:10]([OH:12])[C:9]([Cl:13])=[CH:8][C:3]=1[C:4]([O:6][CH3:7])=[O:5].C(=O)([O-])[O-].[K+].[K+].[CH3:20][O:21][C:22]1[CH:29]=[CH:28][C:25]([CH2:26]Cl)=[CH:24][CH:23]=1.O. Product: [OH:1][C:2]1[CH:11]=[C:10]([O:12][CH2:26][C:25]2[CH:28]=[CH:29][C:22]([O:21][CH3:20])=[CH:23][CH:24]=2)[C:9]([Cl:13])=[CH:8][C:3]=1[C:4]([O:6][CH3:7])=[O:5]. The catalyst class is: 3.